Task: Binary Classification. Given a miRNA mature sequence and a target amino acid sequence, predict their likelihood of interaction.. Dataset: Experimentally validated miRNA-target interactions with 360,000+ pairs, plus equal number of negative samples (1) The miRNA is hsa-miR-30d-5p with sequence UGUAAACAUCCCCGACUGGAAG. The protein sequence of the target gene is MFAKLKKKIAEETAVAQRPGGATRIPRSVSKESVASMGADSGDDFASDGSSSREDLSSQLLRRNEQIRKLEARLSDYAEQVRNLQKIKEKLEIALEKHQDSSMRKFQEQNETFQANRAKMAEGLALALARKDQEWSEKMDQLEKEKNILTAQLQEMKNQSMNLFQRRDEMDELEGFQQQELSKIKHMLLKKEESLGKMEQELEARTRELSRTQEELMNSNQMSSDLSQKLEELQRHYSTLEEQRDHVIASKTGAESKITALEQKEQELQALIQQLSIDLQKVTAETQEKEDVITHLQEKV.... Result: 1 (interaction). (2) The miRNA is hsa-miR-6808-3p with sequence GUGUGACCACCGUUCCUGCAG. The protein sequence of the target gene is MGPNDHGFAYILIFLLLSPPTHANRDANRLFEDLIADYNKLVRPVSENGETLVVTFKLKLSQLLDVHEKNQIMTTNVWLQHSWMDYKLRWDPVEYGGVEVLYVPSDTIWLPDVVLYNNADGNYQVTIMTKAKLTYNGTVEWAPPAIYKSMCQIDVEFFPFDRQQCEMKFGSWTYGGLEVDLQHRDKHLEKEIEEDVEGVDGPTKEIVWVVDRGIDLSDYYPSVEWDILNVPGKRHSKRYPCCESPFIDITYEIHLRRKTLFYTVNLIFPSVGISFLTALVFYLPSDGGEKISLCISILIS.... Result: 0 (no interaction). (3) The miRNA is hsa-miR-1286 with sequence UGCAGGACCAAGAUGAGCCCU. The protein sequence of the target gene is MSWIPFKIGQPKKQIVPKTVERDFEREYGKLQQLEEQTRRLQKDMKKSTDADLAMSKSAVKISLDLLSNPLCEQDQDLLNMVTALDTAMKRMDAFNQEKVNQIQKTVIEPLKKFGSVFPSLNMAVKRREQALQDYRRLQAKVEKYEEKEKTGPVLAKLHQAREELRPVREDFEAKNRQLLEEMPRFYGSRLDYFQPSFESLIRAQVVYYSEMHKIFGDLSHQLDQPGHSDEQRERENEAKLSELRALSIVADD. Result: 0 (no interaction). (4) The miRNA is cel-miR-269 with sequence GGCAAGACUCUGGCAAAACU. The protein sequence of the target gene is MAPLRPLLILALLAWVALADQESCKGRCTEGFNVDKKCQCDELCSYYQSCCTDYTAECKPQVTRGDVFTMPEDEYTVYDDGEEKNNATVHEQVGGPSLTSDLQAQSKGNPEQTPVLKPEEEAPAPEVGASKPEGIDSRPETLHPGRPQPPAEEELCSGKPFDAFTDLKNGSLFAFRGQYCYELDEKAVRPGYPKLIRDVWGIEGPIDAAFTRINCQGKTYLFKGSQYWRFEDGVLDPDYPRNISDGFDGIPDNVDAALALPAHSYSGRERVYFFKGKQYWEYQFQHQPSQEECEGSSLSA.... Result: 0 (no interaction). (5) The miRNA is mmu-miR-145a-5p with sequence GUCCAGUUUUCCCAGGAAUCCCU. Result: 1 (interaction). The protein sequence of the target gene is MCLSPVKGAKLILIFLFLGAVQSNALIVNLTDSKGTCLYAEWEMNFTITYETTNQTNKTITIAVPDKATHDGSSCGDDRNSAKIMIQFGFAVSWAVNFTKEASHYSIHDIVLSYNTSDSTVFPGAVAKGVHTVKNPENFKVPLDVIFKCNSVLTYNLTPVVQKYWGIHLQAFVQNGTVSKNEQVCEEDQTPTTVAPIIHTTAPSTTTTLTPTSTPTPTPTPTPTVGNYSIRNGNTTCLLATMGLQLNITEEKVPFIFNINPATTNFTGSCQPQSAQLRLNNSQIKYLDFIFAVKNEKRFY.... (6) The miRNA is hsa-miR-1910-3p with sequence GAGGCAGAAGCAGGAUGACA. The protein sequence of the target gene is MADTTPNGPQGAGAVQFMMTNKLDTAMWLSRLFTVYCSALFVLPLLGLHEAASFYQRALLANALTSALRLHQRLPHFQLSRAFLAQALLEDSCHYLLYSLIFVNSYPVTMSIFPVLLFSLLHAATYTKKVLDARGSNSLPLLRSVLDKLSANQQNILKFIACNEIFLMPATVFMLFSGQGSLLQPFIYYRFLTLRYSSRRNPYCRTLFNELRIVVEHIIMKPACPLFVRRLCLQSIAFISRLAPTVP. Result: 1 (interaction). (7) The protein sequence of the target gene is MSLLCVRVKRAKFQGSPDKFNTYVTLKVQNVKSTTVAVRGDQPSWEQDFMFEISRLDLGLSVEVWNKGLIWDTMVGTVWIALKTIRQSDEEGPGEWSTLEAETLMKDDEICGTRNPTPHKILLDTRFELPFDIPEEEARYWTYKWEQINALGADNEYSSQEESQRKPLPTAAAQCSFEDPDSAVDDRDSDYRSETSNSFPPPYHTASQPNASVHQFPVPVRSPQQLLLQGSSRDSCNDSMQSYDLDYPERRAISPTSSSRYGSSCNVSQGSSQLSELDQYHEQDDDHRETDSIHSCHSSH.... Result: 0 (no interaction). The miRNA is hsa-miR-8071 with sequence CGGUGGACUGGAGUGGGUGG.